Dataset: NCI-60 drug combinations with 297,098 pairs across 59 cell lines. Task: Regression. Given two drug SMILES strings and cell line genomic features, predict the synergy score measuring deviation from expected non-interaction effect. (1) Drug 1: C1=CC(=CC=C1CCC2=CNC3=C2C(=O)NC(=N3)N)C(=O)NC(CCC(=O)O)C(=O)O. Drug 2: C1=NC2=C(N1)C(=S)N=C(N2)N. Cell line: OVCAR3. Synergy scores: CSS=60.9, Synergy_ZIP=-3.39, Synergy_Bliss=-2.05, Synergy_Loewe=0.692, Synergy_HSA=2.22. (2) Drug 1: C1=CC=C(C=C1)NC(=O)CCCCCCC(=O)NO. Drug 2: CS(=O)(=O)CCNCC1=CC=C(O1)C2=CC3=C(C=C2)N=CN=C3NC4=CC(=C(C=C4)OCC5=CC(=CC=C5)F)Cl. Cell line: KM12. Synergy scores: CSS=0.290, Synergy_ZIP=-3.03, Synergy_Bliss=-2.13, Synergy_Loewe=-8.10, Synergy_HSA=-3.83. (3) Drug 1: CCC1(CC2CC(C3=C(CCN(C2)C1)C4=CC=CC=C4N3)(C5=C(C=C6C(=C5)C78CCN9C7C(C=CC9)(C(C(C8N6C=O)(C(=O)OC)O)OC(=O)C)CC)OC)C(=O)OC)O.OS(=O)(=O)O. Drug 2: CCC1(CC2CC(C3=C(CCN(C2)C1)C4=CC=CC=C4N3)(C5=C(C=C6C(=C5)C78CCN9C7C(C=CC9)(C(C(C8N6C)(C(=O)OC)O)OC(=O)C)CC)OC)C(=O)OC)O.OS(=O)(=O)O. Cell line: OVCAR-4. Synergy scores: CSS=27.9, Synergy_ZIP=9.46, Synergy_Bliss=15.8, Synergy_Loewe=12.4, Synergy_HSA=11.8. (4) Drug 1: CC=C1C(=O)NC(C(=O)OC2CC(=O)NC(C(=O)NC(CSSCCC=C2)C(=O)N1)C(C)C)C(C)C. Drug 2: CC1=C(C(=O)C2=C(C1=O)N3CC4C(C3(C2COC(=O)N)OC)N4)N. Cell line: CAKI-1. Synergy scores: CSS=72.2, Synergy_ZIP=2.37, Synergy_Bliss=2.66, Synergy_Loewe=-4.28, Synergy_HSA=0.0506. (5) Drug 1: CC12CCC(CC1=CCC3C2CCC4(C3CC=C4C5=CN=CC=C5)C)O. Drug 2: CCN(CC)CCCC(C)NC1=C2C=C(C=CC2=NC3=C1C=CC(=C3)Cl)OC. Cell line: HOP-92. Synergy scores: CSS=35.6, Synergy_ZIP=-5.62, Synergy_Bliss=-3.66, Synergy_Loewe=-12.8, Synergy_HSA=-2.36. (6) Drug 1: CC1=C2C(C(=O)C3(C(CC4C(C3C(C(C2(C)C)(CC1OC(=O)C(C(C5=CC=CC=C5)NC(=O)OC(C)(C)C)O)O)OC(=O)C6=CC=CC=C6)(CO4)OC(=O)C)OC)C)OC. Drug 2: CCCCCOC(=O)NC1=NC(=O)N(C=C1F)C2C(C(C(O2)C)O)O. Cell line: KM12. Synergy scores: CSS=45.0, Synergy_ZIP=2.81, Synergy_Bliss=1.32, Synergy_Loewe=-28.1, Synergy_HSA=1.70. (7) Drug 1: CC12CCC(CC1=CCC3C2CCC4(C3CC=C4C5=CN=CC=C5)C)O. Drug 2: CC1=C2C(C(=O)C3(C(CC4C(C3C(C(C2(C)C)(CC1OC(=O)C(C(C5=CC=CC=C5)NC(=O)C6=CC=CC=C6)O)O)OC(=O)C7=CC=CC=C7)(CO4)OC(=O)C)O)C)OC(=O)C. Cell line: PC-3. Synergy scores: CSS=55.5, Synergy_ZIP=7.06, Synergy_Bliss=9.09, Synergy_Loewe=-36.3, Synergy_HSA=10.5.